Dataset: Forward reaction prediction with 1.9M reactions from USPTO patents (1976-2016). Task: Predict the product of the given reaction. (1) Given the reactants [F:1][C:2]([F:13])([C:6]1[CH:11]=[CH:10][C:9]([F:12])=[CH:8][CH:7]=1)[C:3](O)=O.[NH2:14][C:15]1[N:19]([CH3:20])[N:18]=[CH:17][C:16]=1[C:21]([NH2:23])=[O:22].C[Si](OP(=O)=O)(C)C, predict the reaction product. The product is: [F:1][C:2]([F:13])([C:6]1[CH:11]=[CH:10][C:9]([F:12])=[CH:8][CH:7]=1)[C:3]1[N:14]=[C:15]2[N:19]([CH3:20])[N:18]=[CH:17][C:16]2=[C:21]([OH:22])[N:23]=1. (2) Given the reactants [Br:1][C:2]1[CH:7]=[CH:6][CH:5]=[CH:4][C:3]=1[C:8]([CH3:17])([CH3:16])[CH2:9][CH:10]([OH:15])[C:11]([F:14])([F:13])[F:12].C(NC(C)C)(C)C.[Li].[Si:26](Cl)([C:29]([CH3:32])([CH3:31])[CH3:30])([CH3:28])[CH3:27], predict the reaction product. The product is: [Br:1][C:2]1[CH:7]=[CH:6][CH:5]=[CH:4][C:3]=1[C:8]([CH3:17])([CH3:16])[CH2:9][CH:10]([C:11]([F:13])([F:14])[F:12])[O:15][Si:26]([C:29]([CH3:32])([CH3:31])[CH3:30])([CH3:28])[CH3:27]. (3) Given the reactants [CH3:1][NH2:2].O1CCCC1.C[Al](C)C.C[O:13][C:14](=O)[C:15]1[CH:20]=[CH:19][C:18]([N:21]2[CH2:26][CH2:25][O:24][CH2:23][CH2:22]2)=[CH:17][C:16]=1[OH:27], predict the reaction product. The product is: [OH:27][C:16]1[CH:17]=[C:18]([N:21]2[CH2:26][CH2:25][O:24][CH2:23][CH2:22]2)[CH:19]=[CH:20][C:15]=1[C:14]([NH:2][CH3:1])=[O:13].